Dataset: Catalyst prediction with 721,799 reactions and 888 catalyst types from USPTO. Task: Predict which catalyst facilitates the given reaction. The catalyst class is: 8. Reactant: C[I:2].[CH3:3][N:4]([CH2:6][C:7]1[N:8]([CH3:12])[CH:9]=[CH:10][CH:11]=1)[CH3:5].[C:13](OCC)(=O)C. Product: [I-:2].[CH3:12][N:8]1[CH:9]=[CH:10][CH:11]=[C:7]1[CH2:6][N+:4]([CH3:13])([CH3:5])[CH3:3].